Predict the product of the given reaction. From a dataset of Forward reaction prediction with 1.9M reactions from USPTO patents (1976-2016). (1) Given the reactants [CH3:1][NH:2][CH2:3][CH2:4][CH2:5][O:6][C:7]1[CH:12]=[CH:11][C:10]([CH:13]2[CH2:18][CH2:17][N:16]([C:19]([O:21][C:22]([CH3:25])([CH3:24])[CH3:23])=[O:20])[CH2:15][CH:14]2[O:26][CH2:27][C:28]2[CH:37]=[CH:36][C:35]3[C:30](=[CH:31][CH:32]=[CH:33][CH:34]=3)[CH:29]=2)=[CH:9][CH:8]=1.[C:38](Cl)(=[O:45])[C:39]1[CH:44]=[CH:43][CH:42]=[CH:41][CH:40]=1, predict the reaction product. The product is: [C:38]([N:2]([CH3:1])[CH2:3][CH2:4][CH2:5][O:6][C:7]1[CH:12]=[CH:11][C:10]([CH:13]2[CH2:18][CH2:17][N:16]([C:19]([O:21][C:22]([CH3:23])([CH3:24])[CH3:25])=[O:20])[CH2:15][CH:14]2[O:26][CH2:27][C:28]2[CH:37]=[CH:36][C:35]3[C:30](=[CH:31][CH:32]=[CH:33][CH:34]=3)[CH:29]=2)=[CH:9][CH:8]=1)(=[O:45])[C:39]1[CH:44]=[CH:43][CH:42]=[CH:41][CH:40]=1. (2) Given the reactants C[O:2][C:3]1([C:21]2[CH:26]=[CH:25][CH:24]=[CH:23][C:22]=2[CH3:27])[CH2:8][CH2:7][C:6]2[C:9]([CH2:18][O:19][CH3:20])=[CH:10][C:11]3[N:12]([CH3:17])[C:13]([CH3:16])=[N:14][C:15]=3[C:5]=2[O:4]1.Cl, predict the reaction product. The product is: [OH:4][C:5]1[C:15]2[N:14]=[C:13]([CH3:16])[N:12]([CH3:17])[C:11]=2[CH:10]=[C:9]([CH2:18][O:19][CH3:20])[C:6]=1[CH2:7][CH2:8][C:3]([C:21]1[CH:26]=[CH:25][CH:24]=[CH:23][C:22]=1[CH3:27])=[O:2]. (3) Given the reactants Br[C:2]1[CH:11]=[C:10]2[C:5]([CH:6]=[CH:7][C:8]([C:12]([O:14]C)=[O:13])=[N:9]2)=[CH:4][CH:3]=1.C([O-])([O-])=O.[Cs+].[Cs+].[CH2:22]1[C:27]2([CH2:32][CH2:31][NH:30][CH2:29][CH2:28]2)[CH2:26][CH2:25][O:24][CH2:23]1, predict the reaction product. The product is: [CH2:26]1[C:27]2([CH2:32][CH2:31][N:30]([C:2]3[CH:11]=[C:10]4[C:5]([CH:6]=[CH:7][C:8]([C:12]([OH:14])=[O:13])=[N:9]4)=[CH:4][CH:3]=3)[CH2:29][CH2:28]2)[CH2:22][CH2:23][O:24][CH2:25]1. (4) Given the reactants [I:1][C:2]1[C:10]2[C:9]([NH2:11])=[N:8][CH:7]=[N:6][C:5]=2[N:4]([CH:12]2[CH2:21][CH2:20][C:15]3(OCC[O:16]3)[CH2:14][CH2:13]2)[CH:3]=1.O.O.C(O)(=O)C(O)=O, predict the reaction product. The product is: [NH2:11][C:9]1[C:10]2[C:2]([I:1])=[CH:3][N:4]([CH:12]3[CH2:13][CH2:14][C:15](=[O:16])[CH2:20][CH2:21]3)[C:5]=2[N:6]=[CH:7][N:8]=1. (5) Given the reactants [CH3:1][C:2]1[CH:7]=[C:6]([N:8]2[CH2:12][CH2:11][CH:10]([CH2:13][N:14]3[CH2:18][CH2:17][CH2:16][CH:15]3[CH3:19])[CH2:9]2)[CH:5]=[CH:4][C:3]=1[NH2:20].[O:21]1[C:25]2[CH:26]=[CH:27][C:28]([C:30](O)=[O:31])=[CH:29][C:24]=2[CH2:23][CH2:22]1, predict the reaction product. The product is: [CH3:1][C:2]1[CH:7]=[C:6]([N:8]2[CH2:12][CH2:11][CH:10]([CH2:13][N:14]3[CH2:18][CH2:17][CH2:16][CH:15]3[CH3:19])[CH2:9]2)[CH:5]=[CH:4][C:3]=1[NH:20][C:30]([C:28]1[CH:27]=[CH:26][C:25]2[O:21][CH2:22][CH2:23][C:24]=2[CH:29]=1)=[O:31]. (6) Given the reactants [CH2:1]([O:3][C:4]1[CH:9]=[CH:8][C:7]([C:10]([O:18]C)(OC)[CH2:11][CH2:12][C:13]([O-:15])=O)=[CH:6][CH:5]=1)[CH3:2].[K+].ClC1C=C(Cl)C=C(Cl)C=1C(Cl)=O.[C:33]1([C:39]2[S:40][C:41]([C:45]3[CH:50]=[CH:49][CH:48]=[CH:47][CH:46]=3)=[CH:42][C:43]=2[NH2:44])[CH:38]=[CH:37][CH:36]=[CH:35][CH:34]=1.FC(F)(F)C(O)=O, predict the reaction product. The product is: [C:33]1([C:39]2[S:40][C:41]([C:45]3[CH:46]=[CH:47][CH:48]=[CH:49][CH:50]=3)=[CH:42][C:43]=2[NH:44][C:13](=[O:15])[CH2:12][CH2:11][C:10]([C:7]2[CH:6]=[CH:5][C:4]([O:3][CH2:1][CH3:2])=[CH:9][CH:8]=2)=[O:18])[CH:38]=[CH:37][CH:36]=[CH:35][CH:34]=1. (7) Given the reactants [Br:1][C:2]1[CH:3]=[C:4]([NH2:11])[C:5](=[CH:9][CH:10]=1)[C:6]([OH:8])=O.[CH2:12]([N:14](CC)CC)[CH3:13].C(Cl)(=O)C.C(=O)([O-])[O-].[NH4+].[NH4+], predict the reaction product. The product is: [Br:1][C:2]1[CH:3]=[C:4]2[C:5]([C:6](=[O:8])[NH:14][C:12]([CH3:13])=[N:11]2)=[CH:9][CH:10]=1. (8) Given the reactants P(Cl)(Cl)([Cl:3])=O.[Cl:6][C:7]1[N:8]=[C:9]2[C:14](=[CH:15][CH:16]=1)[N+:13]([O-])=[CH:12][C:11]([C:18]1[CH:19]=[N:20][N:21]([CH3:23])[CH:22]=1)=[CH:10]2.O.C(=O)([O-])[O-].[Na+].[Na+], predict the reaction product. The product is: [Cl:3][C:12]1[C:11]([C:18]2[CH:19]=[N:20][N:21]([CH3:23])[CH:22]=2)=[CH:10][C:9]2[C:14](=[CH:15][CH:16]=[C:7]([Cl:6])[N:8]=2)[N:13]=1. (9) Given the reactants [F:1][C:2]1[CH:7]=[CH:6][C:5]([NH:8][C:9]2[N:14]3[N:15]=[CH:16][C:17]([C:18](O)=[O:19])=[C:13]3[N:12]=[CH:11][C:10]=2[C:21]([N:23]2[CH2:28][CH2:27][C:26]([F:35])([C:29]3[CH:34]=[CH:33][CH:32]=[CH:31][CH:30]=3)[CH2:25][CH2:24]2)=[O:22])=[C:4]([CH3:36])[CH:3]=1.[CH:37]1([S:40]([NH2:43])(=[O:42])=[O:41])[CH2:39][CH2:38]1, predict the reaction product. The product is: [F:1][C:2]1[CH:7]=[CH:6][C:5]([NH:8][C:9]2[N:14]3[N:15]=[CH:16][C:17]([C:18]([NH:43][S:40]([CH:37]4[CH2:39][CH2:38]4)(=[O:42])=[O:41])=[O:19])=[C:13]3[N:12]=[CH:11][C:10]=2[C:21]([N:23]2[CH2:28][CH2:27][C:26]([F:35])([C:29]3[CH:34]=[CH:33][CH:32]=[CH:31][CH:30]=3)[CH2:25][CH2:24]2)=[O:22])=[C:4]([CH3:36])[CH:3]=1.